Dataset: Reaction yield outcomes from USPTO patents with 853,638 reactions. Task: Predict the reaction yield, written as a fraction of the theoretical maximum amount of product (1.0 means a 100% yield; for example, 0.34 means a 34% yield). (1) The reactants are C([O:4][C@@H:5]1[CH2:9][C:8](=O)[N:7]([C@@H:11]2[CH2:16][CH2:15][CH2:14][CH2:13][C@H:12]2[O:17][CH2:18][CH2:19][C:20]2[CH:25]=[CH:24][C:23]([O:26][CH3:27])=[C:22]([O:28][CH2:29][C:30]3[CH:35]=[CH:34][CH:33]=[CH:32][CH:31]=3)[CH:21]=2)[C:6]1=O)(=O)C.Cl. The catalyst is C1COCC1. The product is [CH2:29]([O:28][C:22]1[CH:21]=[C:20]([CH2:19][CH2:18][O:17][C@@H:12]2[CH2:13][CH2:14][CH2:15][CH2:16][C@H:11]2[N:7]2[CH2:8][CH2:9][C@@H:5]([OH:4])[CH2:6]2)[CH:25]=[CH:24][C:23]=1[O:26][CH3:27])[C:30]1[CH:31]=[CH:32][CH:33]=[CH:34][CH:35]=1. The yield is 0.890. (2) The reactants are CON(C)[C:4]([CH:6]1[CH2:9][C:8]2([CH2:14][CH2:13][N:12]([C:15]([O:17][C:18]([CH3:21])([CH3:20])[CH3:19])=[O:16])[CH2:11][CH2:10]2)[CH2:7]1)=[O:5].[CH3:23][Mg]Br.C(OCC)C. The product is [C:4]([CH:6]1[CH2:9][C:8]2([CH2:14][CH2:13][N:12]([C:15]([O:17][C:18]([CH3:21])([CH3:20])[CH3:19])=[O:16])[CH2:11][CH2:10]2)[CH2:7]1)(=[O:5])[CH3:23]. The catalyst is C1COCC1.C(OCC)(=O)C. The yield is 0.860. (3) The reactants are C([O:8][C:9]1[CH:10]=[CH:11][C:12]([C@@H:20]([OH:42])[CH2:21][NH:22][CH2:23][CH2:24][C:25]2[CH:30]=[CH:29][CH:28]=[C:27]([O:31][CH2:32][C:33]([F:41])([F:40])[C:34]3[CH:39]=[CH:38][CH:37]=[CH:36][CH:35]=3)[CH:26]=2)=[C:13]2[C:18]=1[NH:17][C:16](=[O:19])[CH:15]=[CH:14]2)C1C=CC=CC=1. The catalyst is CO.[Pd]. The product is [F:41][C:33]([F:40])([C:34]1[CH:39]=[CH:38][CH:37]=[CH:36][CH:35]=1)[CH2:32][O:31][C:27]1[CH:26]=[C:25]([CH2:24][CH2:23][NH:22][CH2:21][C@@H:20]([C:12]2[CH:11]=[CH:10][C:9]([OH:8])=[C:18]3[C:13]=2[CH:14]=[CH:15][C:16](=[O:19])[NH:17]3)[OH:42])[CH:30]=[CH:29][CH:28]=1. The yield is 0.700. (4) The reactants are [Br:1][C:2]1[C:7]([Cl:8])=[CH:6][C:5]([N:9]2[C:18]3[C:13](=[CH:14][C:15]([S:20](OC4C(F)=C(F)C(F)=C(F)C=4F)(=[O:22])=[O:21])=[C:16]([F:19])[CH:17]=3)[CH:12]=[CH:11][C:10]2=[O:35])=[C:4]([O:36][CH3:37])[CH:3]=1.[NH2:38][C:39]1[CH:43]=[CH:42][O:41][N:40]=1.C1COCC1.C[Si]([N-][Si](C)(C)C)(C)C.[Li+]. The catalyst is Cl.CCOC(C)=O. The product is [Br:1][C:2]1[C:7]([Cl:8])=[CH:6][C:5]([N:9]2[C:18]3[C:13](=[CH:14][C:15]([S:20]([NH:38][C:39]4[CH:43]=[CH:42][O:41][N:40]=4)(=[O:22])=[O:21])=[C:16]([F:19])[CH:17]=3)[CH:12]=[CH:11][C:10]2=[O:35])=[C:4]([O:36][CH3:37])[CH:3]=1. The yield is 1.00. (5) The reactants are [C:1]([NH:6][C:7]1[S:11][N:10]=[C:9]([CH3:12])[C:8]=1[C:13]([NH2:15])=[O:14])(=O)[CH2:2][CH2:3][CH3:4]. The catalyst is N. The product is [CH3:12][C:9]1[C:8]2[C:13](=[O:14])[NH:15][C:1]([CH2:2][CH2:3][CH3:4])=[N:6][C:7]=2[S:11][N:10]=1. The yield is 0.340. (6) The reactants are [Cu][C:2]#[N:3].Br[C:5]1[C:6]([CH2:34][N:35]2[CH2:40][CH2:39][CH2:38][C@H:37]([NH:41][CH3:42])[CH2:36]2)=[C:7]([C:30]([F:33])([F:32])[F:31])[CH:8]=[C:9]2[C:14]=1[NH:13][C:12](=[O:15])[N:11]([CH2:16][C:17]1[CH:22]=[C:21]([Cl:23])[CH:20]=[CH:19][C:18]=1[S:24]([CH2:27][CH3:28])(=[O:26])=[O:25])[C:10]2=[O:29]. The catalyst is CN(C=O)C. The product is [Cl:23][C:21]1[CH:20]=[CH:19][C:18]([S:24]([CH2:27][CH3:28])(=[O:25])=[O:26])=[C:17]([CH2:16][N:11]2[C:10](=[O:29])[C:9]3[C:14](=[C:5]([C:2]#[N:3])[C:6]([CH2:34][N:35]4[CH2:40][CH2:39][CH2:38][C@H:37]([NH:41][CH3:42])[CH2:36]4)=[C:7]([C:30]([F:33])([F:31])[F:32])[CH:8]=3)[NH:13][C:12]2=[O:15])[CH:22]=1. The yield is 0.390.